This data is from Full USPTO retrosynthesis dataset with 1.9M reactions from patents (1976-2016). The task is: Predict the reactants needed to synthesize the given product. (1) Given the product [Cl:1][C:2]1[CH:21]=[CH:20][C:19]([NH:22][CH2:23][CH2:24][NH:34][CH2:33][CH2:32][C:31]2[N:27]([CH3:26])[CH:28]=[N:29][CH:30]=2)=[CH:18][C:3]=1[C:4]([NH:6][CH2:7][C:8]12[CH2:17][CH:12]3[CH2:13][CH:14]([CH2:16][CH:10]([CH2:11]3)[CH2:9]1)[CH2:15]2)=[O:5], predict the reactants needed to synthesize it. The reactants are: [Cl:1][C:2]1[CH:21]=[CH:20][C:19]([NH:22][CH2:23][CH2:24]Cl)=[CH:18][C:3]=1[C:4]([NH:6][CH2:7][C:8]12[CH2:17][CH:12]3[CH2:13][CH:14]([CH2:16][CH:10]([CH2:11]3)[CH2:9]1)[CH2:15]2)=[O:5].[CH3:26][N:27]1[C:31]([CH2:32][CH2:33][NH2:34])=[CH:30][N:29]=[CH:28]1.C(N(CC)C(C)C)(C)C.[I-].[K+].[Na].C(=O)([O-])O. (2) Given the product [CH2:34]([N:31]1[C:26]2=[N:27][C:28]([CH2:29][CH3:30])=[C:23]([CH2:22][NH:21][C:19]([C:15]3[CH:16]=[CH:17][CH:18]=[C:13]([C:11]([NH:10][CH2:9][C:4]4[CH:3]=[C:2]([C:49]5[CH:48]=[CH:47][CH:46]=[C:45]([CH:43]=[O:44])[CH:50]=5)[C:7]([CH3:8])=[CH:6][CH:5]=4)=[O:12])[N:14]=3)=[O:20])[C:24]([NH:36][CH:37]3[CH2:42][CH2:41][O:40][CH2:39][CH2:38]3)=[C:25]2[CH:33]=[N:32]1)[CH3:35], predict the reactants needed to synthesize it. The reactants are: Br[C:2]1[CH:3]=[C:4]([CH2:9][NH:10][C:11]([C:13]2[CH:18]=[CH:17][CH:16]=[C:15]([C:19]([NH:21][CH2:22][C:23]3[C:24]([NH:36][CH:37]4[CH2:42][CH2:41][O:40][CH2:39][CH2:38]4)=[C:25]4[CH:33]=[N:32][N:31]([CH2:34][CH3:35])[C:26]4=[N:27][C:28]=3[CH2:29][CH3:30])=[O:20])[N:14]=2)=[O:12])[CH:5]=[CH:6][C:7]=1[CH3:8].[CH:43]([C:45]1[CH:46]=[C:47](B(O)O)[CH:48]=[CH:49][CH:50]=1)=[O:44].C(=O)([O-])[O-].[K+].[K+]. (3) Given the product [F:26][C:2]([F:1])([F:25])[C:3]1[N:4]=[C:5]([NH:8][C:9]([C:11]2[C:16]([NH:17][C:18]3[CH:19]=[N:20][CH:21]=[CH:22][C:23]=3[CH3:28])=[CH:15][CH:14]=[C:13]([CH3:24])[N:12]=2)=[O:10])[S:6][CH:7]=1, predict the reactants needed to synthesize it. The reactants are: [F:1][C:2]([F:26])([F:25])[C:3]1[N:4]=[C:5]([NH:8][C:9]([C:11]2[C:16]([NH:17][C:18]3[CH:19]=[N:20][CH:21]=[CH:22][CH:23]=3)=[CH:15][CH:14]=[C:13]([CH3:24])[N:12]=2)=[O:10])[S:6][CH:7]=1.Br[C:28]1C=NC=CC=1C. (4) Given the product [CH:18]1([CH2:17][NH:16][C:14]([C:11]2[CH:12]=[CH:13][C:8]([C:6]3[C:5]([CH3:21])=[CH:4][CH:3]=[C:2]([NH:1][C:34]([C:32]4[O:33][C:29]([C:25]5[CH:26]=[CH:27][CH:28]=[C:23]([Cl:22])[CH:24]=5)=[CH:30][CH:31]=4)=[O:35])[CH:7]=3)=[CH:9][CH:10]=2)=[O:15])[CH2:20][CH2:19]1, predict the reactants needed to synthesize it. The reactants are: [NH2:1][C:2]1[CH:3]=[CH:4][C:5]([CH3:21])=[C:6]([C:8]2[CH:13]=[CH:12][C:11]([C:14]([NH:16][CH2:17][CH:18]3[CH2:20][CH2:19]3)=[O:15])=[CH:10][CH:9]=2)[CH:7]=1.[Cl:22][C:23]1[CH:24]=[C:25]([C:29]2[O:33][C:32]([C:34](O)=[O:35])=[CH:31][CH:30]=2)[CH:26]=[CH:27][CH:28]=1.Cl.CN(C)CCCN=C=NCC.C1C=CC2N(O)N=NC=2C=1.CCN(C(C)C)C(C)C. (5) Given the product [F:1][C:2]1[CH:7]=[CH:6][C:5]([C:8]2[C:17]3[CH2:16][CH2:15][CH2:14][N:13]([S:18]([CH3:21])(=[O:20])=[O:19])[C:12]=3[N:11]=[C:10]([CH:22]([CH3:23])[CH3:24])[C:9]=2/[CH:25]=[CH:26]/[C@@H:27]([OH:32])[CH2:28][C@@H:29]([OH:30])[CH2:35][C:36]([OH:38])=[O:37])=[CH:4][CH:3]=1, predict the reactants needed to synthesize it. The reactants are: [F:1][C:2]1[CH:7]=[CH:6][C:5]([C:8]2[C:17]3[CH2:16][CH2:15][CH2:14][N:13]([S:18]([CH3:21])(=[O:20])=[O:19])[C:12]=3[N:11]=[C:10]([CH:22]([CH3:24])[CH3:23])[C:9]=2[CH:25]=[CH:26][CH:27]2[O:32]C(C)(C)[O:30][CH:29]([CH2:35][C:36]([O-:38])=[O:37])[CH2:28]2)=[CH:4][CH:3]=1.Cl.[OH-].[Na+].O.